The task is: Predict the product of the given reaction.. This data is from Forward reaction prediction with 1.9M reactions from USPTO patents (1976-2016). (1) Given the reactants C([BH3-])#N.[Na+].[I:5][C:6]1[CH:7]=[C:8]2[C:12](=[CH:13][CH:14]=1)[NH:11][CH:10]=[CH:9]2.[C:15](O[C:15]([O:17][C:18]([CH3:21])([CH3:20])[CH3:19])=[O:16])([O:17][C:18]([CH3:21])([CH3:20])[CH3:19])=[O:16].C(=O)(O)[O-].[Na+].Cl.C(N)C1C=CC=CC=1, predict the reaction product. The product is: [I:5][C:6]1[CH:7]=[C:8]2[C:12](=[CH:13][CH:14]=1)[N:11]([C:15]([O:17][C:18]([CH3:21])([CH3:20])[CH3:19])=[O:16])[CH2:10][CH2:9]2. (2) Given the reactants [SH:1][C:2]1[CH:7]=[CH:6][C:5]([OH:8])=[CH:4][CH:3]=1.[OH-].[K+].Cl[CH2:12][C:13]1[CH:27]=[CH:26][C:16]([C:17]([NH:19][C:20]2[CH:25]=[CH:24][CH:23]=[CH:22][CH:21]=2)=[O:18])=[CH:15][CH:14]=1.Cl, predict the reaction product. The product is: [OH:8][C:5]1[CH:6]=[CH:7][C:2]([S:1][CH2:12][C:13]2[CH:14]=[CH:15][C:16]([C:17]([NH:19][C:20]3[CH:25]=[CH:24][CH:23]=[CH:22][CH:21]=3)=[O:18])=[CH:26][CH:27]=2)=[CH:3][CH:4]=1. (3) Given the reactants [CH2:1]([O:3][C:4]([C:6]1[C:7]([OH:16])=[CH:8][C:9](=[O:15])[N:10]2[C:14]=1[CH2:13][CH2:12][CH2:11]2)=[O:5])[CH3:2].C(N(CC)CC)C.[S:24](O[S:24]([C:27]([F:30])([F:29])[F:28])(=[O:26])=[O:25])([C:27]([F:30])([F:29])[F:28])(=[O:26])=[O:25].CCOC(C)=O, predict the reaction product. The product is: [CH2:1]([O:3][C:4]([C:6]1[C:7]([O:16][S:24]([C:27]([F:30])([F:29])[F:28])(=[O:26])=[O:25])=[CH:8][C:9](=[O:15])[N:10]2[C:14]=1[CH2:13][CH2:12][CH2:11]2)=[O:5])[CH3:2]. (4) Given the reactants [CH2:1]([O:8][C:9]([N:11]1[CH2:15][CH:14]([OH:16])[CH:13]([NH:17][C:18](=[O:20])[CH3:19])[CH2:12]1)=[O:10])[C:2]1[CH:7]=[CH:6][CH:5]=[CH:4][CH:3]=1.CCN(C(C)C)C(C)C.O, predict the reaction product. The product is: [C:18]([NH:17][CH:13]1[C:14](=[O:16])[CH2:15][N:11]([C:9]([O:8][CH2:1][C:2]2[CH:7]=[CH:6][CH:5]=[CH:4][CH:3]=2)=[O:10])[CH2:12]1)(=[O:20])[CH3:19]. (5) Given the reactants [OH:1][C:2]1[CH:7]=[CH:6][C:5]([CH:8]2[CH2:13][CH2:12][C:11](=[CH:14][C:15]([O:17][CH3:18])=[O:16])[CH2:10][CH2:9]2)=[CH:4][CH:3]=1, predict the reaction product. The product is: [OH:1][C:2]1[CH:3]=[CH:4][C:5]([C@H:8]2[CH2:9][CH2:10][C@H:11]([CH2:14][C:15]([O:17][CH3:18])=[O:16])[CH2:12][CH2:13]2)=[CH:6][CH:7]=1. (6) The product is: [CH3:18][O:19][C:20]([C:22]1([CH3:33])[O:23][CH2:24][CH:25]([CH2:28][CH2:29][CH2:30][CH2:31][N:10]2[C:11]3[CH:16]=[CH:15][CH:14]=[CH:13][C:12]=3[O:7][CH2:8][C:9]2=[O:17])[CH2:26][O:27]1)=[O:21]. Given the reactants C(=O)([O-])[O-].[Cs+].[Cs+].[O:7]1[C:12]2[CH:13]=[CH:14][CH:15]=[CH:16][C:11]=2[NH:10][C:9](=[O:17])[CH2:8]1.[CH3:18][O:19][C:20]([C:22]1([CH3:33])[O:27][CH2:26][CH:25]([CH2:28][CH2:29][CH2:30][CH2:31]I)[CH2:24][O:23]1)=[O:21], predict the reaction product. (7) The product is: [F:35][C:36]1[CH:44]=[CH:43][C:39]([C:40]([NH:3][CH2:4][CH2:5][CH2:6][CH2:7][CH2:8][CH2:9][CH2:10][CH2:11][CH2:12][N:13]2[CH2:18][CH2:17][CH:16]([O:19][C:20](=[O:34])[NH:21][C:22]3[CH:27]=[CH:26][CH:25]=[CH:24][C:23]=3[C:28]3[CH:33]=[CH:32][CH:31]=[CH:30][CH:29]=3)[CH2:15][CH2:14]2)=[O:41])=[CH:38][C:37]=1[OH:45]. Given the reactants Cl.Cl.[NH2:3][CH2:4][CH2:5][CH2:6][CH2:7][CH2:8][CH2:9][CH2:10][CH2:11][CH2:12][N:13]1[CH2:18][CH2:17][CH:16]([O:19][C:20](=[O:34])[NH:21][C:22]2[CH:27]=[CH:26][CH:25]=[CH:24][C:23]=2[C:28]2[CH:33]=[CH:32][CH:31]=[CH:30][CH:29]=2)[CH2:15][CH2:14]1.[F:35][C:36]1[CH:44]=[CH:43][C:39]([C:40](O)=[O:41])=[CH:38][C:37]=1[OH:45].C(=O)([O-])O.[Na+], predict the reaction product. (8) The product is: [CH3:1][O:2][C:3]1[CH:8]=[CH:7][C:6]([C:9](=[O:44])[CH2:10][CH2:11][CH2:12][N:13]2[CH2:43][CH2:42][C:16]3([N:20]([C:21]4[CH:26]=[CH:25][CH:24]=[CH:23][CH:22]=4)[CH2:19][N:18]([CH2:27][C:28]4[CH:29]=[C:30]([CH:38]=[CH:39][CH:40]=4)[C:31]([OH:33])=[O:32])[C:17]3=[O:41])[CH2:15][CH2:14]2)=[CH:5][CH:4]=1. Given the reactants [CH3:1][O:2][C:3]1[CH:8]=[CH:7][C:6]([C:9](=[O:44])[CH2:10][CH2:11][CH2:12][N:13]2[CH2:43][CH2:42][C:16]3([N:20]([C:21]4[CH:26]=[CH:25][CH:24]=[CH:23][CH:22]=4)[CH2:19][N:18]([CH2:27][C:28]4[CH:29]=[C:30]([CH:38]=[CH:39][CH:40]=4)[C:31]([O:33]C(C)(C)C)=[O:32])[C:17]3=[O:41])[CH2:15][CH2:14]2)=[CH:5][CH:4]=1, predict the reaction product. (9) Given the reactants [CH3:1][CH:2]([C:4](=[O:29])[CH2:5][CH2:6][C@H:7]([C@@H:9]1[C@:26]2([CH3:27])[C@H:12]([C@H:13]3[C@H:23]([CH2:24][CH2:25]2)[C@:21]2([CH3:22])[C:16](=[CH:17][C:18](=[O:28])[CH2:19][CH2:20]2)[CH:15]=[CH:14]3)[CH2:11][CH2:10]1)[CH3:8])[CH3:3].O.CC1C(C(OO)=[O:39])=CC=CC=1.C(OCCCC)(=O)C.S([O-])([O-])=O.[Na+].[Na+], predict the reaction product. The product is: [O:39]1[CH:14]2[C@@H:13]3[C@@H:23]([C@:21]4([CH3:22])[C:16]([CH:15]12)=[CH:17][C:18](=[O:28])[CH2:19][CH2:20]4)[CH2:24][CH2:25][C@@:26]1([CH3:27])[C@H:12]3[CH2:11][CH2:10][C@@H:9]1[C@H:7]([CH3:8])[CH2:6][CH2:5][C:4](=[O:29])[CH:2]([CH3:1])[CH3:3]. (10) Given the reactants Br[CH2:2][C:3](=O)[C:4]([O:6][CH2:7][CH3:8])=[O:5].[CH3:10][C:11]([CH3:16])([CH3:15])[C:12](=[S:14])[NH2:13], predict the reaction product. The product is: [C:11]([C:12]1[S:14][C:3]([C:4]([O:6][CH2:7][CH3:8])=[O:5])=[CH:2][N:13]=1)([CH3:16])([CH3:15])[CH3:10].